The task is: Binary Classification. Given a T-cell receptor sequence (or CDR3 region) and an epitope sequence, predict whether binding occurs between them.. This data is from TCR-epitope binding with 47,182 pairs between 192 epitopes and 23,139 TCRs. The epitope is EIYKRWII. The TCR CDR3 sequence is CASSYSGTIYEQYF. Result: 0 (the TCR does not bind to the epitope).